From a dataset of Full USPTO retrosynthesis dataset with 1.9M reactions from patents (1976-2016). Predict the reactants needed to synthesize the given product. (1) Given the product [O:55]=[C:29]1[C:28]([CH2:27][C:24]2[CH:23]=[CH:22][C:21]([C:16]3[CH:17]=[CH:18][CH:19]=[CH:20][C:15]=3[C:13]3[NH:3][C:4](=[O:7])[O:5][N:14]=3)=[CH:26][CH:25]=2)=[C:33]([CH2:34][CH2:35][CH3:36])[N:32]2[N:37]=[CH:38][N:39]=[C:31]2[N:30]1[C@H:40]1[CH2:41][CH2:42][C@H:43]([O:46][CH2:47][C:48]2([C:52]([NH2:54])=[O:53])[CH2:51][CH2:50][CH2:49]2)[CH2:44][CH2:45]1, predict the reactants needed to synthesize it. The reactants are: [Cl-].O[NH3+:3].[C:4](=[O:7])([O-])[OH:5].[Na+].CS(C)=O.[C:13]([C:15]1[CH:20]=[CH:19][CH:18]=[CH:17][C:16]=1[C:21]1[CH:26]=[CH:25][C:24]([CH2:27][C:28]2[C:29](=[O:55])[N:30]([C@H:40]3[CH2:45][CH2:44][C@H:43]([O:46][CH2:47][C:48]4([C:52]([NH2:54])=[O:53])[CH2:51][CH2:50][CH2:49]4)[CH2:42][CH2:41]3)[C:31]3[N:32]([N:37]=[CH:38][N:39]=3)[C:33]=2[CH2:34][CH2:35][CH3:36])=[CH:23][CH:22]=1)#[N:14]. (2) Given the product [F:22][C:18]1[CH:17]=[C:16]([C:15]2[S:14][C:13]([CH3:23])=[N:12][C:11]=2[C:9]([N:4]2[C@H:3]([CH2:2][NH:1][C:31]([C:29]3[C:28]([CH3:34])=[N:27][N:26]([CH2:24][CH3:25])[CH:30]=3)=[O:32])[CH2:8][C@H:7]3[C@@H:5]2[CH2:6]3)=[O:10])[CH:21]=[CH:20][CH:19]=1, predict the reactants needed to synthesize it. The reactants are: [NH2:1][CH2:2][C@@H:3]1[CH2:8][C@H:7]2[C@H:5]([CH2:6]2)[N:4]1[C:9]([C:11]1[N:12]=[C:13]([CH3:23])[S:14][C:15]=1[C:16]1[CH:21]=[CH:20][CH:19]=[C:18]([F:22])[CH:17]=1)=[O:10].[CH2:24]([N:26]1[CH:30]=[C:29]([C:31](O)=[O:32])[C:28]([CH3:34])=[N:27]1)[CH3:25]. (3) Given the product [Cl:1][C:2]1[CH:7]=[C:6]([CH:5]=[CH:4][C:3]=1[CH:9]([CH3:24])[C:10]([OH:15])([C:16]1[CH:17]=[CH:18][C:19](=[O:23])[N:20]([CH3:22])[CH:21]=1)[C:11]([F:13])([F:14])[F:12])[O:8][C:26]1[CH:33]=[CH:32][C:29]([CH:30]=[O:31])=[C:28]([C:34]([F:35])([F:37])[F:36])[CH:27]=1, predict the reactants needed to synthesize it. The reactants are: [Cl:1][C:2]1[CH:7]=[C:6]([OH:8])[CH:5]=[CH:4][C:3]=1[CH:9]([CH3:24])[C:10]([C:16]1[CH:17]=[CH:18][C:19](=[O:23])[N:20]([CH3:22])[CH:21]=1)([OH:15])[C:11]([F:14])([F:13])[F:12].F[C:26]1[CH:33]=[CH:32][C:29]([CH:30]=[O:31])=[C:28]([C:34]([F:37])([F:36])[F:35])[CH:27]=1.C(=O)([O-])[O-].[Cs+].[Cs+]. (4) The reactants are: [Cl-:1].[Li+].[Zn:3].[Br:4]CCBr.C[Si](Cl)(C)C.II.Br[CH:16]([C:18]1[CH:23]=[CH:22][CH:21]=[C:20](Cl)[CH:19]=1)[CH3:17]. Given the product [Br:4][Zn:3][CH:16]([C:18]1[CH:23]=[CH:22][CH:21]=[C:20]([Cl:1])[CH:19]=1)[CH3:17], predict the reactants needed to synthesize it. (5) Given the product [C:1]([C:3]1[CH:4]=[C:5]([CH:15]2[C:24]([CH3:26])([CH3:25])[CH2:23][C:22]3[C:17](=[CH:18][CH:19]=[C:20]([C:27]([NH:46][S:43]([CH3:42])(=[O:45])=[O:44])=[O:29])[CH:21]=3)[NH:16]2)[CH:6]=[C:7]([N:9]2[CH2:10][CH2:11][O:12][CH2:13][CH2:14]2)[CH:8]=1)#[N:2], predict the reactants needed to synthesize it. The reactants are: [C:1]([C:3]1[CH:4]=[C:5]([CH:15]2[C:24]([CH3:26])([CH3:25])[CH2:23][C:22]3[C:17](=[CH:18][CH:19]=[C:20]([C:27]([OH:29])=O)[CH:21]=3)[NH:16]2)[CH:6]=[C:7]([N:9]2[CH2:14][CH2:13][O:12][CH2:11][CH2:10]2)[CH:8]=1)#[N:2].Cl.CN(C)CCCN=C=NCC.[CH3:42][S:43]([NH2:46])(=[O:45])=[O:44]. (6) Given the product [CH2:1]([S:3]([N:6]1[C:18]2[CH2:17][CH2:16][CH:15]([CH:19]3[CH2:24][CH2:23][O:22][CH2:21][CH2:20]3)[CH2:14][C:13]=2[C:12]2[C:7]1=[CH:8][CH:9]=[C:10]([C:25]([N:28]1[CH2:33][CH2:32][CH:31]([OH:34])[CH2:30][CH2:29]1)=[O:26])[CH:11]=2)(=[O:4])=[O:5])[CH3:2], predict the reactants needed to synthesize it. The reactants are: [CH2:1]([S:3]([N:6]1[C:18]2[CH2:17][CH2:16][CH:15]([CH:19]3[CH2:24][CH2:23][O:22][CH2:21][CH2:20]3)[CH2:14][C:13]=2[C:12]2[C:7]1=[CH:8][CH:9]=[C:10]([C:25](O)=[O:26])[CH:11]=2)(=[O:5])=[O:4])[CH3:2].[NH:28]1[CH2:33][CH2:32][CH:31]([OH:34])[CH2:30][CH2:29]1.C(N(C(C)C)C(C)C)C.CN(C(ON1N=NC2C=CC=NC1=2)=[N+](C)C)C.F[P-](F)(F)(F)(F)F. (7) Given the product [S:21]1[CH:5]=[CH:6][C:1]([C:7]2[NH:8][C:9]3[CH:10]=[CH:11][CH:12]=[C:13]4[C:19](=[O:20])[NH:18][CH2:17][CH2:16][C:15]=2[C:14]=34)=[CH:2]1, predict the reactants needed to synthesize it. The reactants are: [C:1]1([C:7]2[NH:8][C:9]3[CH:10]=[CH:11][CH:12]=[C:13]4[C:19](=[O:20])[NH:18][CH2:17][CH2:16][C:15]=2[C:14]=34)[CH:6]=[CH:5]C=C[CH:2]=1.[S:21]1C=CC(B(O)O)=C1.